Dataset: Full USPTO retrosynthesis dataset with 1.9M reactions from patents (1976-2016). Task: Predict the reactants needed to synthesize the given product. Given the product [N:15]1[CH:16]=[CH:17][CH:18]=[C:13]([C:12]2[N:8]([NH2:7])[C:9]([C:19]3[CH:20]=[N:21][CH:22]=[CH:23][CH:24]=3)=[CH:10][CH:11]=2)[CH:14]=1, predict the reactants needed to synthesize it. The reactants are: C[Si](C)(C)CCOC(=O)[NH:7][N:8]1[C:12]([C:13]2[CH:14]=[N:15][CH:16]=[CH:17][CH:18]=2)=[CH:11][CH:10]=[C:9]1[C:19]1[CH:20]=[N:21][CH:22]=[CH:23][CH:24]=1.CCCC[N+](CCCC)(CCCC)CCCC.[F-].C1COCC1.C(O)(=O)C.